Dataset: Catalyst prediction with 721,799 reactions and 888 catalyst types from USPTO. Task: Predict which catalyst facilitates the given reaction. (1) Reactant: [C:1]1([N:7]2[CH2:12][CH2:11][NH:10][CH2:9][CH2:8]2)[CH:6]=[CH:5][CH:4]=[CH:3][CH:2]=1.Cl[CH2:14][CH2:15][CH2:16]I.C([O-])([O-])=O.[K+].[K+].[CH2:24](O)[CH3:25]. Product: [C:1]1([N:7]2[CH2:12][CH2:11][N:10]([CH2:14][CH2:15][CH2:16][N:7]3[CH2:12][CH2:11][N:10]([C:25]4[CH:24]=[CH:3][CH:2]=[CH:1][CH:6]=4)[CH2:9][CH2:8]3)[CH2:9][CH2:8]2)[CH:6]=[CH:5][CH:4]=[CH:3][CH:2]=1. The catalyst class is: 6. (2) Reactant: Br.Br.Br.[CH2:4]([C:6]1[C:7]([C:14]2[CH:22]=[C:21]3[C:17]([C:18]([C:23]4[NH:24][C:25]5[CH2:30][CH2:29][NH:28][CH2:27][C:26]=5[N:31]=4)=[N:19][NH:20]3)=[CH:16][CH:15]=2)=[CH:8][C:9]([F:13])=[C:10]([OH:12])[CH:11]=1)[CH3:5].CN(C(ON1N=NC2C=CC=NC1=2)=[N+](C)C)C.F[P-](F)(F)(F)(F)F.CCN(C(C)C)C(C)C.[F:65][C:66]1[CH:74]=[CH:73][C:69]([C:70](O)=[O:71])=[CH:68][CH:67]=1.C(=O)([O-])O.[Na+]. Product: [CH2:4]([C:6]1[CH:11]=[C:10]([OH:12])[C:9]([F:13])=[CH:8][C:7]=1[C:14]1[CH:22]=[C:21]2[C:17]([C:18]([C:23]3[NH:24][C:25]4[CH2:30][CH2:29][N:28]([C:70]([C:69]5[CH:73]=[CH:74][C:66]([F:65])=[CH:67][CH:68]=5)=[O:71])[CH2:27][C:26]=4[N:31]=3)=[N:19][NH:20]2)=[CH:16][CH:15]=1)[CH3:5]. The catalyst class is: 3. (3) Reactant: Br[C:2]1[CH:3]=[N:4][CH:5]=[C:6]2[C:11]=1[N:10]=[C:9]([C:12]([NH:14][CH2:15][C:16]([CH3:19])([CH3:18])[CH3:17])=[O:13])[CH:8]=[CH:7]2.[F:20][C:21]1[CH:26]=[CH:25][CH:24]=[CH:23][C:22]=1B(O)O.C(=O)([O-])[O-].[Cs+].[Cs+]. Product: [F:20][C:21]1[CH:26]=[CH:25][CH:24]=[CH:23][C:22]=1[C:2]1[CH:3]=[N:4][CH:5]=[C:6]2[C:11]=1[N:10]=[C:9]([C:12]([NH:14][CH2:15][C:16]([CH3:19])([CH3:18])[CH3:17])=[O:13])[CH:8]=[CH:7]2. The catalyst class is: 688. (4) Reactant: [Br:1][C:2]1[CH:3]=[CH:4][C:5]2[NH:11][C:10](=O)[C@@H:9]([CH2:13][C:14]([O:16][CH2:17][CH3:18])=[O:15])[O:8][C@H:7]([C:19]3[CH:24]=[CH:23][CH:22]=[C:21]([O:25][CH3:26])[C:20]=3[Cl:27])[C:6]=2[CH:28]=1.C(=O)([O-])O.[Na+].P12(SP3(SP(SP(S3)(S1)=S)(=S)S2)=S)=[S:35]. Product: [Br:1][C:2]1[CH:3]=[CH:4][C:5]2[NH:11][C:10](=[S:35])[C@@H:9]([CH2:13][C:14]([O:16][CH2:17][CH3:18])=[O:15])[O:8][C@H:7]([C:19]3[CH:24]=[CH:23][CH:22]=[C:21]([O:25][CH3:26])[C:20]=3[Cl:27])[C:6]=2[CH:28]=1. The catalyst class is: 54. (5) Product: [Cl:34][C:35]1[CH:36]=[C:37]([C:42]2[C:50]([C:51]([NH2:53])=[O:52])=[C:45]3[CH2:46][N:47]([C:58]([NH:31][C:4]4([C:9]5[CH:10]=[CH:11][C:12]([F:15])=[CH:13][CH:14]=5)[CH2:3][C:2]([F:1])([F:16])[CH2:5]4)=[O:57])[CH2:48][CH2:49][N:44]3[N:43]=2)[CH:38]=[CH:39][C:40]=1[F:41]. The catalyst class is: 133. Reactant: [F:1][C:2]1([F:16])[CH2:5][C:4]([C:9]2[CH:14]=[CH:13][C:12]([F:15])=[CH:11][CH:10]=2)(C(O)=O)[CH2:3]1.C1C=CC(P([N:31]=[N+]=[N-])(C2C=CC=CC=2)=O)=CC=1.[Cl:34][C:35]1[CH:36]=[C:37]([C:42]2[C:50]([C:51]([NH2:53])=[O:52])=[C:45]3[CH2:46][NH:47][CH2:48][CH2:49][N:44]3[N:43]=2)[CH:38]=[CH:39][C:40]=1[F:41].C1[CH2:58][O:57]CC1. (6) Product: [CH3:51][N:48]1[CH2:49][CH2:50][CH:45]([CH:37]([NH:36][C:28]2[CH:29]=[C:30]3[C:25](=[CH:26][CH:27]=2)[S:24][C:23]2[C:22]([C:20]4[NH:21][C:16](=[O:15])[CH:17]=[C:18]([N:52]5[CH2:53][CH2:54][O:55][CH2:56][CH2:57]5)[CH:19]=4)=[CH:35][CH:34]=[CH:33][C:32]=2[S:31]3)[C:38]2[CH:43]=[CH:42][C:41]([CH3:44])=[CH:40][N:39]=2)[CH2:46][CH2:47]1. Reactant: Cl.O1CCOCC1.COC1C=CC(C[O:15][C:16]2[N:21]=[C:20]([C:22]3[CH:35]=[CH:34][CH:33]=[C:32]4[C:23]=3[S:24][C:25]3[CH:26]=[CH:27][C:28]([NH:36][CH:37]([CH:45]5[CH2:50][CH2:49][N:48]([CH3:51])[CH2:47][CH2:46]5)[C:38]5[CH:43]=[CH:42][C:41]([CH3:44])=[CH:40][N:39]=5)=[CH:29][C:30]=3[S:31]4)[CH:19]=[C:18]([N:52]3[CH2:57][CH2:56][O:55][CH2:54][CH2:53]3)[CH:17]=2)=CC=1. The catalyst class is: 4. (7) Reactant: Br[C:2]1[CH:7]=[C:6]([CH3:8])[CH:5]=[CH:4][N:3]=1.[C:9]1([C:18]2[CH:23]=[CH:22][CH:21]=[CH:20][CH:19]=2)[CH:14]=[CH:13][CH:12]=[C:11](B(O)O)[CH:10]=1.C([O-])([O-])=O.[K+].[K+].COCCOC. Product: [C:9]1([C:18]2[CH:19]=[CH:20][CH:21]=[CH:22][CH:23]=2)[CH:14]=[CH:13][CH:12]=[C:11]([C:2]2[CH:7]=[C:6]([CH3:8])[CH:5]=[CH:4][N:3]=2)[CH:10]=1. The catalyst class is: 6. (8) Reactant: [CH3:1][C:2]1[C:10]2[C:9](=[O:11])[CH2:8][C:7]([CH3:13])([CH3:12])[CH2:6][C:5]=2[NH:4][CH:3]=1.[H-].[Na+].[CH:16]1([NH:19][C:20]2[C:29]3[C:24](=[CH:25][C:26](F)=[CH:27][CH:28]=3)[N:23]=[CH:22][N:21]=2)[CH2:18][CH2:17]1. Product: [CH:16]1([NH:19][C:20]2[C:29]3[C:24](=[CH:25][C:26]([N:4]4[C:5]5[CH2:6][C:7]([CH3:13])([CH3:12])[CH2:8][C:9](=[O:11])[C:10]=5[C:2]([CH3:1])=[CH:3]4)=[CH:27][CH:28]=3)[N:23]=[CH:22][N:21]=2)[CH2:18][CH2:17]1. The catalyst class is: 9. (9) Reactant: [C@@H:1]12C(=O)[O:9][C:7](=[O:8])[C@@H:2]1[CH2:3][CH2:4][CH2:5][CH2:6]2. Product: [CH:2]1([C:7]([OH:9])=[O:8])[CH2:3][CH2:4][CH2:5][CH2:6][CH2:1]1. The catalyst class is: 453.